Dataset: Reaction yield outcomes from USPTO patents with 853,638 reactions. Task: Predict the reaction yield, written as a fraction of the theoretical maximum amount of product (1.0 means a 100% yield; for example, 0.34 means a 34% yield). (1) The reactants are [N:1]1[CH:6]=[CH:5][C:4]([CH2:7][C:8]2[CH:14]=[CH:13][C:11]([NH2:12])=[CH:10][CH:9]=2)=[CH:3][CH:2]=1.C1N=CN([C:20]([N:22]2C=N[CH:24]=[CH:23]2)=[O:21])C=1.NC1C=CC=CC=1.NC1C=[C:39]([Cl:41])[C:38]([N+:42]([O-:44])=[O:43])=[CH:37][C:36]=1[OH:45]. The catalyst is C(Cl)Cl.CCOC(C)=O. The product is [Cl:41][C:39]1[C:38]([N+:42]([O-:44])=[O:43])=[CH:37][C:36]([OH:45])=[C:23]([NH:22][C:20]([NH:12][C:11]2[CH:10]=[CH:9][C:8]([CH2:7][C:4]3[CH:5]=[CH:6][N:1]=[CH:2][CH:3]=3)=[CH:14][CH:13]=2)=[O:21])[CH:24]=1. The yield is 0.640. (2) The reactants are [C:1]([N:8]1[CH:12]=[CH:11]N=C1)([N:3]1C=CN=C1)=[O:2].[F:13][C:14]([F:33])([F:32])[C:15]1[CH:16]=[C:17]([S:21]([N:24]2[CH2:29][CH2:28][CH:27]([O:30]N)[CH2:26][CH2:25]2)(=[O:23])=[O:22])[CH:18]=[CH:19][CH:20]=1.[CH2:34](N(CC)CC)C.C(N)CC. The catalyst is C(Cl)Cl. The product is [CH2:12]([NH:8][C:1]([NH:3][O:30][CH:27]1[CH2:28][CH2:29][N:24]([S:21]([C:17]2[CH:18]=[CH:19][CH:20]=[C:15]([C:14]([F:33])([F:32])[F:13])[CH:16]=2)(=[O:23])=[O:22])[CH2:25][CH2:26]1)=[O:2])[CH2:11][CH3:34]. The yield is 0.880. (3) The reactants are [CH2:1]([O:3][C:4]([C:6]1[CH:7]=[N:8][C:9]2[C:14]([C:15]=1Cl)=[N:13][C:12]([O:17][CH3:18])=[CH:11][CH:10]=2)=[O:5])[CH3:2].C(N(CC)CC)C.C(OCC)(=O)C. The catalyst is [Pd].C(O)C. The product is [CH2:1]([O:3][C:4]([C:6]1[CH:7]=[N:8][C:9]2[C:14]([CH:15]=1)=[N:13][C:12]([O:17][CH3:18])=[CH:11][CH:10]=2)=[O:5])[CH3:2]. The yield is 0.770.